Dataset: Reaction yield outcomes from USPTO patents with 853,638 reactions. Task: Predict the reaction yield, written as a fraction of the theoretical maximum amount of product (1.0 means a 100% yield; for example, 0.34 means a 34% yield). (1) The reactants are [Cl:1][C:2]1[C:7]([CH:8]=O)=[C:6]([CH3:10])[N:5]=[C:4]([Cl:11])[CH:3]=1.II.[NH2:14][C:15]1[CH:20]=[CH:19][CH:18]=[CH:17][C:16]=1[SH:21]. The catalyst is CN(C=O)C.C(Cl)Cl. The product is [Cl:1][C:2]1[CH:3]=[C:4]([Cl:11])[N:5]=[C:6]([CH3:10])[C:7]=1[C:8]1[S:21][C:16]2[CH:17]=[CH:18][CH:19]=[CH:20][C:15]=2[N:14]=1. The yield is 0.330. (2) The reactants are C(O[C:4]([C:6]1[N:11]2[C:12]([C:15](=[O:20])C(Cl)(Cl)Cl)=[CH:13][N:14]=[C:10]2[CH:9]=[CH:8][CH:7]=1)=[O:5])C.[NH3:21]. The catalyst is C(#N)C. The product is [N:14]1[CH:13]=[C:12]2[N:11]3[C:6](=[CH:7][CH:8]=[CH:9][C:10]=13)[C:4](=[O:5])[NH:21][C:15]2=[O:20]. The yield is 0.278. (3) The reactants are Br[C:2]1[CH:7]=[CH:6][C:5]([O:8][C:9]2[CH:14]=[CH:13][C:12]([O:15][C:16]([F:19])([F:18])[F:17])=[CH:11][CH:10]=2)=[CH:4][C:3]=1F.[B:21](OC(C)C)([O:26]C(C)C)[O:22]C(C)C.[Li]CCCC.Cl.[OH-].[Na+]. The catalyst is C1COCC1.CCOC(C)=O.O. The product is [F:17][C:16]([F:19])([F:18])[O:15][C:12]1[CH:13]=[CH:14][C:9]([O:8][C:5]2[CH:6]=[CH:7][C:2]([B:21]([OH:26])[OH:22])=[CH:3][CH:4]=2)=[CH:10][CH:11]=1. The yield is 0.670. (4) The reactants are [F:1][C:2]([F:16])([F:15])[CH2:3][NH:4][CH2:5][C:6]1[CH:7]=[C:8]([O:13][CH3:14])[CH:9]=[CH:10][C:11]=1[Br:12].[C:17](O[C:17]([O:19][C:20]([CH3:23])([CH3:22])[CH3:21])=[O:18])([O:19][C:20]([CH3:23])([CH3:22])[CH3:21])=[O:18]. No catalyst specified. The product is [C:20]([O:19][C:17]([N:4]([CH2:5][C:6]1[CH:7]=[C:8]([O:13][CH3:14])[CH:9]=[CH:10][C:11]=1[Br:12])[CH2:3][C:2]([F:1])([F:15])[F:16])=[O:18])([CH3:23])([CH3:22])[CH3:21]. The yield is 0.880. (5) The reactants are [CH3:1][O:2][C:3](=[O:22])[CH:4]([C:9]1[C:18]2[C:13](=[CH:14][CH:15]=[C:16]([O:19][CH3:20])[N:17]=2)[N:12]=[CH:11][C:10]=1[Cl:21])C(OC)=O.[Cl-].[Li+].O.C(OCC)(=O)C. The product is [CH3:1][O:2][C:3](=[O:22])[CH2:4][C:9]1[C:18]2[C:13](=[CH:14][CH:15]=[C:16]([O:19][CH3:20])[N:17]=2)[N:12]=[CH:11][C:10]=1[Cl:21]. The catalyst is CS(C)=O. The yield is 0.940. (6) The reactants are [NH2:1][C:2]1[C:3]2[CH:15]=[C:14]([CH3:16])[S:13][C:4]=2[NH:5][C:6]2[CH:12]=[CH:11][CH:10]=[CH:9][C:7]=2[N:8]=1.[CH3:17][N:18]1[CH2:23][CH2:22]N[CH2:20][CH2:19]1.CC(O)C. The catalyst is O. The product is [CH3:16][C:14]1[S:13][C:4]2[NH:5][C:6]3[CH:12]=[CH:11][CH:10]=[CH:9][C:7]=3[N:8]=[C:2]([N:1]3[CH2:22][CH2:23][N:18]([CH3:17])[CH2:19][CH2:20]3)[C:3]=2[CH:15]=1. The yield is 0.865. (7) The reactants are [O:1]=[C:2]1[C:6]2([CH2:11][CH2:10][NH:9][CH2:8][CH2:7]2)[N:5]([C:12]2[CH:17]=[CH:16][CH:15]=[CH:14][CH:13]=2)[CH2:4][N:3]1[CH2:18][C:19]1[CH:20]=[C:21]([CH:29]=[CH:30][CH:31]=1)[C:22]([O:24][C:25]([CH3:28])([CH3:27])[CH3:26])=[O:23].[CH3:32][O:33][N:34]=[C:35]([C:40]1[CH:45]=[CH:44][C:43]([F:46])=[CH:42][CH:41]=1)[CH2:36][CH2:37][CH2:38]I.C(=O)([O-])[O-].[K+].[K+]. The catalyst is CN(C)C=O.C(OCC)(=O)C. The product is [F:46][C:43]1[CH:42]=[CH:41][C:40]([C:35](=[N:34][O:33][CH3:32])[CH2:36][CH2:37][CH2:38][N:9]2[CH2:10][CH2:11][C:6]3([N:5]([C:12]4[CH:13]=[CH:14][CH:15]=[CH:16][CH:17]=4)[CH2:4][N:3]([CH2:18][C:19]4[CH:20]=[C:21]([CH:29]=[CH:30][CH:31]=4)[C:22]([O:24][C:25]([CH3:28])([CH3:26])[CH3:27])=[O:23])[C:2]3=[O:1])[CH2:7][CH2:8]2)=[CH:45][CH:44]=1. The yield is 0.780. (8) The reactants are [O:1]1[CH:5]=[CH:4][CH:3]=[C:2]1[C:6]1[CH:12]=[C:11]([O:13][CH3:14])[CH:10]=[CH:9][C:7]=1[NH2:8].Cl[C:16]([O:18][C:19]1[CH:24]=[CH:23][CH:22]=[CH:21][CH:20]=1)=[O:17].N1C=CC=CC=1. The catalyst is C(Cl)Cl. The product is [O:1]1[CH:5]=[CH:4][CH:3]=[C:2]1[C:6]1[CH:12]=[C:11]([O:13][CH3:14])[CH:10]=[CH:9][C:7]=1[NH:8][C:16](=[O:17])[O:18][C:19]1[CH:24]=[CH:23][CH:22]=[CH:21][CH:20]=1. The yield is 0.670. (9) The reactants are C1(P(C2C=CC=CC=2)C2C=CC=CC=2)C=CC=CC=1.[NH2:20][C:21]1[N:25]([CH3:26])[C:24](=[O:27])[C:23]([C:40]2[CH:45]=[CH:44][C:43]([F:46])=[C:42](Br)[CH:41]=2)([C:28]2[CH:33]=[CH:32][C:31]([O:34][C:35]([F:38])([F:37])[F:36])=[C:30]([F:39])[CH:29]=2)[N:22]=1.[N:48]1[CH:53]=[C:52](B(O)O)[CH:51]=[N:50][CH:49]=1.C(=O)([O-])[O-].[Na+].[Na+]. The catalyst is C1C=CC(/C=C/C(/C=C/C2C=CC=CC=2)=O)=CC=1.C1C=CC(/C=C/C(/C=C/C2C=CC=CC=2)=O)=CC=1.C1C=CC(/C=C/C(/C=C/C2C=CC=CC=2)=O)=CC=1.[Pd].[Pd].O.COCCOC. The product is [NH2:20][C:21]1[N:25]([CH3:26])[C:24](=[O:27])[C:23]([C:40]2[CH:45]=[CH:44][C:43]([F:46])=[C:42]([C:52]3[CH:53]=[N:48][CH:49]=[N:50][CH:51]=3)[CH:41]=2)([C:28]2[CH:33]=[CH:32][C:31]([O:34][C:35]([F:38])([F:37])[F:36])=[C:30]([F:39])[CH:29]=2)[N:22]=1. The yield is 0.290. (10) The reactants are [C:1]([O:5][C:6]([N:8]1[CH2:12][CH2:11][CH2:10][CH:9]1[C:13]([OH:15])=[O:14])=[O:7])([CH3:4])([CH3:3])[CH3:2].C(N(CC)CC)C.Br[CH2:24][C:25]([C:27]1[C:36]2[C:31](=[CH:32][CH:33]=[CH:34][CH:35]=2)[C:30]([Br:37])=[CH:29][CH:28]=1)=[O:26]. The catalyst is C(#N)C. The product is [C:1]([O:5][C:6]([N:8]1[CH2:12][CH2:11][CH2:10][CH:9]1[C:13]([O:15][CH2:24][C:25]([C:27]1[C:36]2[C:31](=[CH:32][CH:33]=[CH:34][CH:35]=2)[C:30]([Br:37])=[CH:29][CH:28]=1)=[O:26])=[O:14])=[O:7])([CH3:4])([CH3:2])[CH3:3]. The yield is 0.950.